Dataset: Catalyst prediction with 721,799 reactions and 888 catalyst types from USPTO. Task: Predict which catalyst facilitates the given reaction. (1) Reactant: COC1C=CC(P2(SP(C3C=CC(OC)=CC=3)(=S)S2)=[S:10])=CC=1.[NH2:23][C:24]1[CH:25]=[C:26]([C:30]2([CH3:37])[NH:35][C:34](=O)[CH2:33][O:32][CH2:31]2)[CH:27]=[CH:28][CH:29]=1. Product: [NH2:23][C:24]1[CH:25]=[C:26]([C:30]2([CH3:37])[NH:35][C:34](=[S:10])[CH2:33][O:32][CH2:31]2)[CH:27]=[CH:28][CH:29]=1. The catalyst class is: 57. (2) Reactant: F[C:2]1[N:9]=[CH:8][CH:7]=[C:6]([I:10])[C:3]=1[CH:4]=O.[F:11][C:12]1[C:17]([F:18])=[CH:16][C:15]([F:19])=[C:14]([F:20])[C:13]=1[NH:21][NH2:22]. Product: [I:10][C:6]1[CH:7]=[CH:8][N:9]=[C:2]2[N:21]([C:13]3[C:14]([F:20])=[C:15]([F:19])[CH:16]=[C:17]([F:18])[C:12]=3[F:11])[N:22]=[CH:4][C:3]=12. The catalyst class is: 37. (3) Reactant: NC1C=CNN=1.O/[CH:8]=[C:9]1\[C:10](=[O:18])[NH:11][C:12]2[C:17]\1=[CH:16][CH:15]=[CH:14][CH:13]=2.[NH2:19][C:20]1[C:24]([C:25]#[N:26])=[C:23]([S:27][CH3:28])[NH:22][N:21]=1. Product: [CH3:28][S:27][C:23]1[NH:22][N:21]=[C:20]([NH:19][CH:8]=[C:9]2[C:17]3[C:12](=[CH:13][CH:14]=[CH:15][CH:16]=3)[NH:11][C:10]2=[O:18])[C:24]=1[C:25]#[N:26]. The catalyst class is: 7. (4) The catalyst class is: 2. Reactant: [Br:1][C:2]1[CH:10]=[CH:9][CH:8]=[C:7]2[C:3]=1[CH2:4][CH2:5][C:6]2=O.C(O)(C(F)(F)F)=O.[SiH](CC)(CC)CC.[NH4+].[Cl-]. Product: [Br:1][C:2]1[CH:10]=[CH:9][CH:8]=[C:7]2[C:3]=1[CH2:4][CH2:5][CH2:6]2. (5) Reactant: C(N(CC)C(C)C)(C)C.F[B-](F)(F)F.[CH3:15][O+:16]([CH3:18])C.[C:19]([C:21]1[CH:26]=[CH:25][C:24]([CH:27]([C:43]2C(=O)[CH2:47][CH2:46][CH2:45][C:44]=2[OH:50])[NH:28][C:29]([NH:31][C:32]2[CH:37]=[CH:36][C:35]([F:38])=[C:34]([C:39]([F:42])([F:41])[F:40])[CH:33]=2)=[O:30])=[CH:23][CH:22]=1)#[N:20]. Product: [C:19]([C:21]1[CH:26]=[CH:25][C:24]([CH:27]([C:43]2[C:44](=[O:50])[CH2:45][CH2:46][CH2:47][C:15]=2[O:16][CH3:18])[NH:28][C:29]([NH:31][C:32]2[CH:37]=[CH:36][C:35]([F:38])=[C:34]([C:39]([F:40])([F:42])[F:41])[CH:33]=2)=[O:30])=[CH:23][CH:22]=1)#[N:20]. The catalyst class is: 4.